From a dataset of Catalyst prediction with 721,799 reactions and 888 catalyst types from USPTO. Predict which catalyst facilitates the given reaction. (1) Reactant: [Cl:1][CH2:2][CH2:3][CH2:4][S:5]([O:8][CH2:9][C:10]([CH3:24])([CH3:23])[C@@H:11]([O:15][CH2:16][C:17]1[CH:22]=[CH:21][CH:20]=[CH:19][CH:18]=1)[C:12]([OH:14])=[O:13])(=[O:7])=[O:6].[C:25](Cl)(=O)[C:26](Cl)=O.[N:31]1[CH:36]=CC=C[CH:32]=1. Product: [Cl:1][CH2:2][CH2:3][CH2:4][S:5]([O:8][CH2:9][C:10]([CH3:24])([CH3:23])[C@@H:11]([O:15][CH2:16][C:17]1[CH:22]=[CH:21][CH:20]=[CH:19][CH:18]=1)[C:12]([O:14][CH2:25][CH2:26][N:31]([CH3:36])[CH3:32])=[O:13])(=[O:6])=[O:7]. The catalyst class is: 4. (2) Reactant: C([O:3][C:4]([C:6]1[C:7]2[CH2:8][C@H:9]3[CH2:22][C@H:10]3[C:11]=2[N:12]([C:14]2[CH:19]=[CH:18][C:17]([F:20])=[CH:16][C:15]=2[F:21])[N:13]=1)=[O:5])C.[OH-].[Na+]. Product: [F:21][C:15]1[CH:16]=[C:17]([F:20])[CH:18]=[CH:19][C:14]=1[N:12]1[C:11]2[C@@H:10]3[CH2:22][C@@H:9]3[CH2:8][C:7]=2[C:6]([C:4]([OH:5])=[O:3])=[N:13]1. The catalyst class is: 92. (3) The catalyst class is: 17. Reactant: [F:1][C:2]([F:15])([F:14])[S:3]([O:6]S(C(F)(F)F)(=O)=O)(=[O:5])=[O:4].[N:16]1[C:25]2[CH:24]=[CH:23][CH:22]=[C:21](O)[C:20]=2[N:19]=[CH:18][CH:17]=1. Product: [N:16]1[C:25]2[C:20](=[C:21]([O:6][S:3]([C:2]([F:15])([F:14])[F:1])(=[O:5])=[O:4])[CH:22]=[CH:23][CH:24]=2)[N:19]=[CH:18][CH:17]=1.